The task is: Predict which catalyst facilitates the given reaction.. This data is from Catalyst prediction with 721,799 reactions and 888 catalyst types from USPTO. (1) Reactant: O1CCCC1.[Si]([O:13][C@@H:14]1[CH2:18][CH2:17][N:16]([C:19]2[CH:24]=[CH:23][C:22]([C:25]3[NH:26][C:27](=[O:41])[C:28]4[N:33]([CH:34]5[CH2:39][CH2:38][CH2:37][CH2:36][CH2:35]5)[N:32]=[C:31]([CH3:40])[C:29]=4[N:30]=3)=[C:21]([O:42][CH3:43])[CH:20]=2)[CH2:15]1)(C(C)(C)C)(C)C.[F-].C([N+](CCCC)(CCCC)CCCC)CCC. Product: [CH:34]1([N:33]2[C:28]3[C:27](=[O:41])[NH:26][C:25]([C:22]4[CH:23]=[CH:24][C:19]([N:16]5[CH2:17][CH2:18][C@@H:14]([OH:13])[CH2:15]5)=[CH:20][C:21]=4[O:42][CH3:43])=[N:30][C:29]=3[C:31]([CH3:40])=[N:32]2)[CH2:35][CH2:36][CH2:37][CH2:38][CH2:39]1. The catalyst class is: 6. (2) Reactant: [NH2:1][C@H:2]([CH:21]([CH3:23])[CH3:22])[C:3]([N:5]1[CH2:10][CH2:9][C@@:8]([C:12]2[CH:17]=[CH:16][C:15]([Cl:18])=[CH:14][CH:13]=2)([OH:11])[C:7]([CH3:20])([CH3:19])[CH2:6]1)=[O:4].C(N(CC)CC)C.C(Cl)Cl.[C:34](Cl)(=[O:42])[O:35][C:36]1[CH:41]=[CH:40][CH:39]=[CH:38][CH:37]=1. Product: [Cl:18][C:15]1[CH:14]=[CH:13][C:12]([C@@:8]2([OH:11])[CH2:9][CH2:10][N:5]([C:3](=[O:4])[C@H:2]([NH:1][C:34](=[O:42])[O:35][C:36]3[CH:41]=[CH:40][CH:39]=[CH:38][CH:37]=3)[CH:21]([CH3:23])[CH3:22])[CH2:6][C:7]2([CH3:19])[CH3:20])=[CH:17][CH:16]=1. The catalyst class is: 25.